From a dataset of NCI-60 drug combinations with 297,098 pairs across 59 cell lines. Regression. Given two drug SMILES strings and cell line genomic features, predict the synergy score measuring deviation from expected non-interaction effect. (1) Drug 1: C1=C(C(=O)NC(=O)N1)N(CCCl)CCCl. Drug 2: C(CC(=O)O)C(=O)CN.Cl. Cell line: K-562. Synergy scores: CSS=29.9, Synergy_ZIP=-8.60, Synergy_Bliss=-8.05, Synergy_Loewe=-25.4, Synergy_HSA=-6.17. (2) Drug 1: CC12CCC3C(C1CCC2=O)CC(=C)C4=CC(=O)C=CC34C. Drug 2: C1C(C(OC1N2C=C(C(=O)NC2=O)F)CO)O. Cell line: PC-3. Synergy scores: CSS=70.6, Synergy_ZIP=12.6, Synergy_Bliss=12.0, Synergy_Loewe=13.1, Synergy_HSA=16.6. (3) Drug 1: C1CCC(CC1)NC(=O)N(CCCl)N=O. Drug 2: C1CC(C1)(C(=O)O)C(=O)O.[NH2-].[NH2-].[Pt+2]. Cell line: MDA-MB-435. Synergy scores: CSS=9.39, Synergy_ZIP=-2.00, Synergy_Bliss=3.77, Synergy_Loewe=0.0550, Synergy_HSA=0.403. (4) Drug 1: CCCS(=O)(=O)NC1=C(C(=C(C=C1)F)C(=O)C2=CNC3=C2C=C(C=N3)C4=CC=C(C=C4)Cl)F. Drug 2: CCC(=C(C1=CC=CC=C1)C2=CC=C(C=C2)OCCN(C)C)C3=CC=CC=C3.C(C(=O)O)C(CC(=O)O)(C(=O)O)O. Cell line: HCT-15. Synergy scores: CSS=2.08, Synergy_ZIP=1.86, Synergy_Bliss=6.22, Synergy_Loewe=2.81, Synergy_HSA=3.38. (5) Drug 1: CC1CCC2CC(C(=CC=CC=CC(CC(C(=O)C(C(C(=CC(C(=O)CC(OC(=O)C3CCCCN3C(=O)C(=O)C1(O2)O)C(C)CC4CCC(C(C4)OC)O)C)C)O)OC)C)C)C)OC. Drug 2: CC1=C(C(=CC=C1)Cl)NC(=O)C2=CN=C(S2)NC3=CC(=NC(=N3)C)N4CCN(CC4)CCO. Cell line: U251. Synergy scores: CSS=3.13, Synergy_ZIP=4.10, Synergy_Bliss=10.4, Synergy_Loewe=4.60, Synergy_HSA=5.28. (6) Drug 1: C1CC(=O)NC(=O)C1N2CC3=C(C2=O)C=CC=C3N. Drug 2: CCN(CC)CCNC(=O)C1=C(NC(=C1C)C=C2C3=C(C=CC(=C3)F)NC2=O)C. Cell line: OVCAR-8. Synergy scores: CSS=0.0145, Synergy_ZIP=-0.267, Synergy_Bliss=-0.757, Synergy_Loewe=-2.44, Synergy_HSA=-3.32. (7) Drug 1: CN(C)N=NC1=C(NC=N1)C(=O)N. Drug 2: B(C(CC(C)C)NC(=O)C(CC1=CC=CC=C1)NC(=O)C2=NC=CN=C2)(O)O. Cell line: OVCAR-4. Synergy scores: CSS=0.500, Synergy_ZIP=0.214, Synergy_Bliss=0.517, Synergy_Loewe=0.778, Synergy_HSA=0.0146. (8) Drug 1: CC1=C(C(=CC=C1)Cl)NC(=O)C2=CN=C(S2)NC3=CC(=NC(=N3)C)N4CCN(CC4)CCO. Drug 2: C(CCl)NC(=O)N(CCCl)N=O. Cell line: HL-60(TB). Synergy scores: CSS=18.2, Synergy_ZIP=-5.28, Synergy_Bliss=-5.52, Synergy_Loewe=12.7, Synergy_HSA=-1.97. (9) Drug 1: CC1OCC2C(O1)C(C(C(O2)OC3C4COC(=O)C4C(C5=CC6=C(C=C35)OCO6)C7=CC(=C(C(=C7)OC)O)OC)O)O. Drug 2: C1=CC(=CC=C1CC(C(=O)O)N)N(CCCl)CCCl.Cl. Cell line: A549. Synergy scores: CSS=57.0, Synergy_ZIP=1.06, Synergy_Bliss=3.28, Synergy_Loewe=-2.65, Synergy_HSA=5.69.